Dataset: Experimentally validated miRNA-target interactions with 360,000+ pairs, plus equal number of negative samples. Task: Binary Classification. Given a miRNA mature sequence and a target amino acid sequence, predict their likelihood of interaction. (1) The miRNA is hsa-miR-4695-3p with sequence UGAUCUCACCGCUGCCUCCUUC. The protein sequence of the target gene is MEAQAHSSTATERKKAENSIGKCPTRTDVSEKAVASSTTSNEDESPGQIYHRERRNAITMQPQSVQGLNKISEEPSTSSDERASLIKKEIHGSLPHLAEPSLPYRGTVFAMDPRNGYMEPHYHPPHLFPAFHPPVPIDARHHEGRYHYDPSPIPPLHVPSALSSSPTYPDLPFIRISPHRNPTAASESPFSPPHPYINPYMDYIRSLHSSPSLSMISAARGLSPTDAPHAGVSPAEYYHQMALLTGQRSPYADILPSAATAGAGAIHMEYLHAMDSTRFPSPRLSARPSRKRTLSISPLS.... Result: 0 (no interaction). (2) The miRNA is mmu-miR-34b-5p with sequence AGGCAGUGUAAUUAGCUGAUUGU. The protein sequence of the target gene is MLGSSVKSVQPEVELSGGSGSGGDEGADESRGASRKAAAADGRGMLPKRAKAAGGSGSMAKASAAELKVFKSGSVDSRVPGGLPTSNLRKQKSLTNLSFLTDSEKKLQLYEPEWSDDMAKAPKGLGKLGPKGRETPLMSKTLSKSEHSLFQPKGGSTGGAKTPLAPLAPSLGKPSRIPRGPYAEVKPLSKAPEAAVSDDGKSDDELLSSKAKAQKGSGTVPSAKGQEERAFLKVDPELVVTVLGDLEQLLFSQMLDPESQRKRTVQNVLDLRQNLEETMSSLRGSQVTHSSLEMPCYDSD.... Result: 1 (interaction). (3) The miRNA is mmu-miR-129-1-3p with sequence AAGCCCUUACCCCAAAAAGUAU. The protein sequence of the target gene is MSYRRELEKYRDLDEDEILGALTEEELRTLENELDELDPDNALLPAGLRQKDQTTKAPTGPFKREELLDHLEKQAKEFKDREDLVPYTGEKRGKVWVPKQKPMDPVLESVTLEPELEEALANASDAELCDIAAILGMHTLMSNQQYYQALGSSSIVNKEGLNSVIKPTQYKPVPDEEPNSTDVEETLERIKNNDPELEEVNLNNIRNIPIPTLKAYAEALKENSYVKKFSIVGTRSNDPVAFALAEMLKVNKVLKTLNVESNFISGAGILRLVEALPHNTSLVELKIDNQSQPLGNKVEM.... Result: 1 (interaction). (4) The miRNA is dre-miR-200a-3p with sequence UAACACUGUCUGGUAACGAUGU. The protein sequence of the target gene is MAHRLQIRLLTWDVKDTLLRLRHPLGEAYATKARAHGLEVEPSALEQGFRQAYRAQSHSFPNYGLSHGLTSRQWWLDVVLQTFHLAGVQDAQAVAPIAEQLYKDFSHPCTWQVLDGAEDTLRECRTRGLRLAVISNFDRRLEGILGGLGLREHFDFVLTSEAAGWPKPDPRIFQEALRLAHMEPVVAAHVGDNYLCDYQGPRAVGMHSFLVVGPQALDPVVRDSVPKEHILPSLAHLLPALDCLEGSTPGL. Result: 0 (no interaction). (5) The miRNA is mmu-miR-362-5p with sequence AAUCCUUGGAACCUAGGUGUGAAU. The protein sequence of the target gene is MAALKLLSSGLRLGASARSSRGALHKGCVCYFSVSTRHHTKFYTDPVEAVKDIPNGATLLVGGFGLCGIPENLIGALLKTGVKDLTAVSNNAGVDNFGLGLLLRSKQIKRMISSYVGENAEFERQFLSGELEVELTPQGTLAERIRAGGAGVPAFYTSTGYGTLVQEGGSPIKYNKDGSVAIASKPREVREFNGQHFILEEAITGDFALVKAWKADRAGNVIFRKSARNFNLPMCKAAGTTVVEVEEIVDIGSFAPEDIHIPKIYVHRLIKGEKYEKRIERLSLRKEGDGKGKSGKPGGD.... Result: 1 (interaction). (6) The miRNA is mmu-miR-362-3p with sequence AACACACCUGUUCAAGGAUUCA. The protein sequence of the target gene is METPDYNTPQGGTPSAGSQRTVVEDDSSLIKAVQKGDVVRVQQLLEKGADANACEDTWGWTPLHNAVQAGRVDIVNLLLSHGADPHRRKKNGATPFIIAGIQGDVKLLEILLSCGADVNECDENGFTAFMEAAERGNAEALRFLFAKGANVNLRRQTTKDKRRLKQGGATALMSAAEKGHLEVLRILLNDMKAEVDARDNMGRNALIRTLLNWDCENVEEITSILIQHGADVNVRGERGKTPLIAAVERKHTGLVQMLLSREGINIDARDNEGKTALLIAVDKQLKEIVQLLLEKGADKC.... Result: 1 (interaction). (7) The miRNA is hsa-miR-92a-3p with sequence UAUUGCACUUGUCCCGGCCUGU. The protein sequence of the target gene is MPFGCVTLGDKKNYNQPSEVTDRYDLGQVIKTEEFCEIFRAKDKTTGKLHTCKKFQKRDGRKVRKAAKNEIGILKMVKHPNILQLVDVFVTRKEYFIFLELATGREVFDWILDQGYYSERDTSNVVRQVLEAVAYLHSLKIVHRNLKLENLVYYNRLKNSKIVISDFHLAKLENGLIKEPCGTPEYLAPEVVGRQRYGRPVDCWAIGVIMYILLSGNPPFYEEVEEDDYENHDKNLFRKILAGDYEFDSPYWDDISQAAKDLVTRLMEVEQDQRITAEEAISHEWISGNAASDKNIKDGV.... Result: 1 (interaction).